The task is: Predict the reactants needed to synthesize the given product.. This data is from Full USPTO retrosynthesis dataset with 1.9M reactions from patents (1976-2016). Given the product [Cl:21][C:14]1[C:15]([F:20])=[CH:16][CH:17]=[C:18]([F:19])[C:13]=1[CH2:12][N:8]1[CH2:9][CH2:10][NH:11][C:5]2[N:4]=[CH:3][C:2]([C:30]3[CH:29]=[CH:28][C:27]([CH2:26][CH2:25][C:24]([NH:22][NH2:23])=[O:36])=[CH:32][CH:31]=3)=[N:7][C:6]1=2, predict the reactants needed to synthesize it. The reactants are: Br[C:2]1[N:7]=[C:6]2[N:8]([CH2:12][C:13]3[C:18]([F:19])=[CH:17][CH:16]=[C:15]([F:20])[C:14]=3[Cl:21])[CH2:9][CH2:10][NH:11][C:5]2=[N:4][CH:3]=1.[NH:22]([C:24](=[O:36])[CH2:25][CH2:26][C:27]1[CH:32]=[CH:31][C:30](B(O)O)=[CH:29][CH:28]=1)[NH2:23].